Dataset: Forward reaction prediction with 1.9M reactions from USPTO patents (1976-2016). Task: Predict the product of the given reaction. (1) Given the reactants [N+:1]([O-:4])([O-])=[O:2].[K+].[CH3:6][CH:7]1[C:15]2[C:10](=[CH:11][CH:12]=[CH:13][CH:14]=2)[C:9](=[O:16])[CH2:8]1.C(OCC)(=O)C, predict the reaction product. The product is: [CH3:6][CH:7]1[C:15]2[C:10](=[CH:11][C:12]([N+:1]([O-:4])=[O:2])=[CH:13][CH:14]=2)[C:9](=[O:16])[CH2:8]1. (2) Given the reactants [CH2:1]([N:8]([CH2:14][C:15]1[CH:20]=[CH:19][CH:18]=[CH:17][CH:16]=1)[CH2:9][C:10]([CH3:13])([OH:12])[CH3:11])[C:2]1[CH:7]=[CH:6][CH:5]=[CH:4][CH:3]=1.[N+](=[CH:23][C:24]([O:26][CH2:27][CH3:28])=[O:25])=[N-], predict the reaction product. The product is: [CH2:27]([O:26][C:24](=[O:25])[CH2:23][O:12][C:10]([CH3:13])([CH3:11])[CH2:9][N:8]([CH2:1][C:2]1[CH:3]=[CH:4][CH:5]=[CH:6][CH:7]=1)[CH2:14][C:15]1[CH:16]=[CH:17][CH:18]=[CH:19][CH:20]=1)[CH3:28]. (3) Given the reactants [CH2:1]([O:3][C:4]([N:6]1[CH2:11][CH2:10][N:9]([C:12](=[O:39])[C@@H:13]([NH:24][C:25]([C:27]2[CH:36]=[C:35]([OH:37])[C:34]3[C:29](=[CH:30][C:31]([CH3:38])=[CH:32][CH:33]=3)[N:28]=2)=[O:26])[CH2:14][CH2:15][O:16][CH2:17][C:18]2[CH:23]=[CH:22][CH:21]=[CH:20][CH:19]=2)[CH2:8][CH2:7]1)=[O:5])[CH3:2].C(=O)([O-])[O-].[Cs+].[Cs+].[C:46]([O:50][C:51](=[O:54])[CH2:52]Br)([CH3:49])([CH3:48])[CH3:47], predict the reaction product. The product is: [CH2:1]([O:3][C:4]([N:6]1[CH2:11][CH2:10][N:9]([C:12](=[O:39])[C@@H:13]([NH:24][C:25]([C:27]2[CH:36]=[C:35]([O:37][CH2:52][C:51]([O:50][C:46]([CH3:49])([CH3:48])[CH3:47])=[O:54])[C:34]3[C:29](=[CH:30][C:31]([CH3:38])=[CH:32][CH:33]=3)[N:28]=2)=[O:26])[CH2:14][CH2:15][O:16][CH2:17][C:18]2[CH:19]=[CH:20][CH:21]=[CH:22][CH:23]=2)[CH2:8][CH2:7]1)=[O:5])[CH3:2]. (4) Given the reactants [Cl:1][C:2]1[C:3]([N:8]2[C:12]([C:13]3[O:18][C:17](=[O:19])[C:16]4[CH:20]=[C:21]([I:25])[CH:22]=[C:23]([CH3:24])[C:15]=4[N:14]=3)=[CH:11][C:10]([CH2:26][N:27]3[CH:31]=[C:30]([C:32]([F:35])([F:34])[F:33])[N:29]=[N:28]3)=[N:9]2)=[N:4][CH:5]=[CH:6][CH:7]=1.[CH2:36]([NH2:38])[CH3:37], predict the reaction product. The product is: [Cl:1][C:2]1[C:3]([N:8]2[C:12]([C:13]([NH:14][C:15]3[C:23]([CH3:24])=[CH:22][C:21]([I:25])=[CH:20][C:16]=3[C:17](=[O:19])[NH:38][CH2:36][CH3:37])=[O:18])=[CH:11][C:10]([CH2:26][N:27]3[CH:31]=[C:30]([C:32]([F:34])([F:33])[F:35])[N:29]=[N:28]3)=[N:9]2)=[N:4][CH:5]=[CH:6][CH:7]=1. (5) Given the reactants [NH2:1][C:2]1[CH:3]=[C:4]([C:8]2([CH2:23][CH3:24])[CH:13]3[CH:9]2[C:10](=[O:22])[N:11]([CH2:15][C:16]2[CH:21]=[CH:20][CH:19]=[CH:18][CH:17]=2)[C:12]3=[O:14])[CH:5]=[CH:6][CH:7]=1.N1C=CC=CC=1.[CH3:31][S:32](Cl)(=[O:34])=[O:33], predict the reaction product. The product is: [CH2:15]([N:11]1[C:12](=[O:14])[CH:13]2[CH:9]([C:8]2([C:4]2[CH:3]=[C:2]([NH:1][S:32]([CH3:31])(=[O:34])=[O:33])[CH:7]=[CH:6][CH:5]=2)[CH2:23][CH3:24])[C:10]1=[O:22])[C:16]1[CH:17]=[CH:18][CH:19]=[CH:20][CH:21]=1. (6) Given the reactants [NH:1]([C:3](=[O:13])[CH2:4][NH:5][C:6](=[O:12])[O:7][C:8]([CH3:11])([CH3:10])[CH3:9])[NH2:2].CCN(C(C)C)C(C)C.[F:23][C:24]([F:35])([F:34])[C:25](O[C:25](=[O:26])[C:24]([F:35])([F:34])[F:23])=[O:26], predict the reaction product. The product is: [O:13]=[C:3]([NH:1][NH:2][C:25](=[O:26])[C:24]([F:35])([F:34])[F:23])[CH2:4][NH:5][C:6](=[O:12])[O:7][C:8]([CH3:9])([CH3:10])[CH3:11]. (7) Given the reactants Cl.[N:2]1[CH:7]=[CH:6][CH:5]=[C:4]([CH2:8][C:9](=[O:11])[CH3:10])[CH:3]=1.[Cl:12][C:13]1[CH:20]=[CH:19][C:16](CCl)=[CH:15][CH:14]=1.O.[OH-].[Cs+].[CH2:24](Cl)Cl, predict the reaction product. The product is: [Cl:12][C:13]1[CH:20]=[CH:19][C:16]([C:5]2[CH:6]=[CH:7][N:2]=[CH:3][C:4]=2[CH2:8][C:9](=[O:11])[CH2:10][CH3:24])=[CH:15][CH:14]=1.